From a dataset of Forward reaction prediction with 1.9M reactions from USPTO patents (1976-2016). Predict the product of the given reaction. (1) Given the reactants [C:1]1([C@@H:7]2[CH2:9][C@H:8]2[C:10](Cl)=[O:11])[CH:6]=[CH:5][CH:4]=[CH:3][CH:2]=1.[CH3:13][C:14]1[CH:29]=[C:17]2[N:18]=[C:19]([NH2:28])[CH:20]=[C:21]([C:22]3[CH:27]=[CH:26][CH:25]=[CH:24][CH:23]=3)[N:16]2[N:15]=1, predict the reaction product. The product is: [CH3:13][C:14]1[CH:29]=[C:17]2[N:18]=[C:19]([NH:28][C:10]([C@@H:8]3[CH2:9][C@H:7]3[C:1]3[CH:6]=[CH:5][CH:4]=[CH:3][CH:2]=3)=[O:11])[CH:20]=[C:21]([C:22]3[CH:27]=[CH:26][CH:25]=[CH:24][CH:23]=3)[N:16]2[N:15]=1. (2) The product is: [CH2:1]([O:3][C:4](=[O:30])[CH2:5][CH:6]([N:13]1[C:21]2[C:16](=[CH:17][C:18]([OH:22])=[CH:19][CH:20]=2)[CH:15]=[CH:14]1)[C:7]1[CH:12]=[CH:11][CH:10]=[CH:9][CH:8]=1)[CH3:2]. Given the reactants [CH2:1]([O:3][C:4](=[O:30])[CH:5]=[C:6]([N:13]1[C:21]2[C:16](=[CH:17][C:18]([O:22]CC3C=CC=CC=3)=[CH:19][CH:20]=2)[CH:15]=[CH:14]1)[C:7]1[CH:12]=[CH:11][CH:10]=[CH:9][CH:8]=1)[CH3:2], predict the reaction product. (3) Given the reactants [Br:1][C:2]1[CH:3]=[N:4][C:5](Cl)=[N:6][CH:7]=1.[CH3:9][NH2:10], predict the reaction product. The product is: [Br:1][C:2]1[CH:3]=[N:4][C:5]([NH:10][CH3:9])=[N:6][CH:7]=1.